From a dataset of Reaction yield outcomes from USPTO patents with 853,638 reactions. Predict the reaction yield, written as a fraction of the theoretical maximum amount of product (1.0 means a 100% yield; for example, 0.34 means a 34% yield). (1) The reactants are [CH3:1][C:2]1([CH3:16])[C:10]2[C:5](=[CH:6][C:7]([N+:12]([O-:14])=[O:13])=[CH:8][C:9]=2[CH3:11])[NH:4][C:3]1=[O:15].[C:17](O[C:17]([O:19][C:20]([CH3:23])([CH3:22])[CH3:21])=[O:18])([O:19][C:20]([CH3:23])([CH3:22])[CH3:21])=[O:18].O1CCCC1.C(=O)(O)[O-].[Na+]. The catalyst is CN(C)C1C=CN=CC=1.C(OCC)(=O)C.C(O)(=O)CC(CC(O)=O)(C(O)=O)O.[Cl-].[Na+].O. The product is [CH3:1][C:2]1([CH3:16])[C:10]2[C:5](=[CH:6][C:7]([N+:12]([O-:14])=[O:13])=[CH:8][C:9]=2[CH3:11])[N:4]([C:17]([O:19][C:20]([CH3:23])([CH3:22])[CH3:21])=[O:18])[C:3]1=[O:15]. The yield is 0.850. (2) The reactants are CC(OC([N:8]1[CH2:13][CH2:12][CH:11]([CH2:14][C:15]2[CH:16]=[C:17]([CH:21]=[CH:22][CH:23]=2)[C:18]([OH:20])=O)[CH2:10][CH2:9]1)=O)(C)C.[NH2:24][CH2:25][C:26]1[CH:27]=[C:28]([C:32]2[N:37]=[C:36]([CH2:38][N:39]3[CH2:44][CH2:43][N:42](C(OC(C)(C)C)=O)[C@@H:41]([CH3:52])[CH2:40]3)[CH:35]=[CH:34][CH:33]=2)[CH:29]=[CH:30][CH:31]=1.C(Cl)CCl.C1C=CC2N(O)N=NC=2C=1.C([O-])([O-])=O.[Na+].[Na+].C(O)(C(F)(F)F)=O. The catalyst is C(Cl)(Cl)Cl. The product is [CH3:52][C@@H:41]1[NH:42][CH2:43][CH2:44][N:39]([CH2:38][C:36]2[N:37]=[C:32]([C:28]3[CH:27]=[C:26]([CH2:25][NH:24][C:18](=[O:20])[C:17]4[CH:21]=[CH:22][CH:23]=[C:15]([CH2:14][CH:11]5[CH2:10][CH2:9][NH:8][CH2:13][CH2:12]5)[CH:16]=4)[CH:31]=[CH:30][CH:29]=3)[CH:33]=[CH:34][CH:35]=2)[CH2:40]1. The yield is 0.190. (3) The reactants are [Cl:1][C:2]1[N:6]([CH3:7])[N:5]=[C:4]([CH3:8])[C:3]=1[C:9]([OH:11])=O.S(Cl)(Cl)=O.[NH2:16][C:17]1[CH:18]=[C:19]([CH:32]=[CH:33][CH:34]=1)[C:20]([C:22]1[CH:30]=[C:29]2[C:25]([CH2:26][C:27](=[O:31])[NH:28]2)=[CH:24][CH:23]=1)=[O:21]. The catalyst is C1COCC1. The product is [O:31]=[C:27]1[CH2:26][C:25]2[C:29](=[CH:30][C:22]([C:20]([C:19]3[CH:18]=[C:17]([NH:16][C:9]([C:3]4[C:4]([CH3:8])=[N:5][N:6]([CH3:7])[C:2]=4[Cl:1])=[O:11])[CH:34]=[CH:33][CH:32]=3)=[O:21])=[CH:23][CH:24]=2)[NH:28]1. The yield is 0.720. (4) The reactants are [Cl:1][C:2]1[CH:3]=[C:4]([C:8]2[CH:16]=[CH:15][CH:14]=[C:13]3[C:9]=2[CH2:10][C:11](=[O:17])[NH:12]3)[CH:5]=[CH:6][CH:7]=1.[CH3:18][N:19]([CH3:35])[C@@H:20]1[CH2:24][CH2:23][N:22]([C:25]([C:27]2[CH:31]=[C:30]([CH3:32])[NH:29][C:28]=2[CH:33]=O)=[O:26])[CH2:21]1. The catalyst is C(O)C.N1CCCCC1. The product is [Cl:1][C:2]1[CH:3]=[C:4]([C:8]2[CH:16]=[CH:15][CH:14]=[C:13]3[C:9]=2[C:10](=[CH:33][C:28]2[NH:29][C:30]([CH3:32])=[CH:31][C:27]=2[C:25]([N:22]2[CH2:23][CH2:24][C@@H:20]([N:19]([CH3:18])[CH3:35])[CH2:21]2)=[O:26])[C:11](=[O:17])[NH:12]3)[CH:5]=[CH:6][CH:7]=1. The yield is 0.600. (5) The reactants are [F:1][C:2]1[CH:7]=[CH:6][CH:5]=[C:4]([F:8])[C:3]=1[N:9]1[C:14]2[N:15]=[C:16](S(C)=O)[N:17]=[C:18]([C:19]3[CH:20]=[C:21]([CH:28]=[CH:29][C:30]=3[CH3:31])[C:22]([NH:24][CH:25]([CH3:27])[CH3:26])=[O:23])[C:13]=2[CH2:12][NH:11][C:10]1=[O:35].[CH3:36][N:37]([CH3:42])[CH2:38][CH2:39][CH2:40][NH2:41]. The catalyst is C1COCC1. The product is [F:1][C:2]1[CH:7]=[CH:6][CH:5]=[C:4]([F:8])[C:3]=1[N:9]1[C:14]2[N:15]=[C:16]([NH:41][CH2:40][CH2:39][CH2:38][N:37]([CH3:42])[CH3:36])[N:17]=[C:18]([C:19]3[CH:20]=[C:21]([CH:28]=[CH:29][C:30]=3[CH3:31])[C:22]([NH:24][CH:25]([CH3:27])[CH3:26])=[O:23])[C:13]=2[CH2:12][NH:11][C:10]1=[O:35]. The yield is 0.970.